Predict the product of the given reaction. From a dataset of Forward reaction prediction with 1.9M reactions from USPTO patents (1976-2016). (1) Given the reactants [Cl:1][C:2]1[CH:7]=[CH:6][C:5]([C:8]2[CH2:13][CH2:12][CH2:11][CH2:10][C:9]=2[C:14](OCC)=[O:15])=[CH:4][CH:3]=1.[H-].[H-].[H-].[H-].[Li+].[Al+3].Cl, predict the reaction product. The product is: [Cl:1][C:2]1[CH:3]=[CH:4][C:5]([C:8]2[CH2:13][CH2:12][CH2:11][CH2:10][C:9]=2[CH2:14][OH:15])=[CH:6][CH:7]=1. (2) Given the reactants [N:1]1([C:7]([N:9]2[CH2:14][CH:13]([C:15]3[CH:20]=[CH:19][C:18]([O:21][C:22]([F:25])([F:24])[F:23])=[CH:17][CH:16]=3)[CH2:12][CH:11]([C:26](=[S:28])[NH2:27])[CH2:10]2)=[O:8])[CH2:6][CH2:5][O:4][CH2:3][CH2:2]1.Br[CH2:30][C:31]([CH:33]1[CH2:35][CH2:34]1)=O, predict the reaction product. The product is: [CH:33]1([C:31]2[N:27]=[C:26]([CH:11]3[CH2:12][CH:13]([C:15]4[CH:16]=[CH:17][C:18]([O:21][C:22]([F:23])([F:24])[F:25])=[CH:19][CH:20]=4)[CH2:14][N:9]([C:7]([N:1]4[CH2:6][CH2:5][O:4][CH2:3][CH2:2]4)=[O:8])[CH2:10]3)[S:28][CH:30]=2)[CH2:35][CH2:34]1. (3) Given the reactants [Cl:1][C:2]1[CH:7]=[CH:6][CH:5]=[CH:4][C:3]=1[CH:8]=[CH:9][C:10]([OH:12])=O.[CH3:13][C:14]1[N:15]=[CH:16][N:17]([C:20]2[CH:21]=[C:22]([CH:24]=[CH:25][CH:26]=2)[NH2:23])[C:18]=1[CH3:19], predict the reaction product. The product is: [Cl:1][C:2]1[CH:7]=[CH:6][CH:5]=[CH:4][C:3]=1/[CH:8]=[CH:9]/[C:10]([NH:23][C:22]1[CH:24]=[CH:25][CH:26]=[C:20]([N:17]2[C:18]([CH3:19])=[C:14]([CH3:13])[N:15]=[CH:16]2)[CH:21]=1)=[O:12]. (4) Given the reactants COC1C=CC(C[NH:8][C:9]2[C:14]([NH2:15])=[CH:13][CH:12]=[C:11]([C:16]([F:19])([F:18])[F:17])[N:10]=2)=CC=1.C(O)(C(F)(F)F)=O.C(Cl)Cl, predict the reaction product. The product is: [F:19][C:16]([F:17])([F:18])[C:11]1[N:10]=[C:9]([NH2:8])[C:14]([NH2:15])=[CH:13][CH:12]=1. (5) Given the reactants [C:1]1([C:7]2[O:11][N:10]=[CH:9][C:8]=2/[CH:12]=[CH:13]/[C:14]([O:16]CC)=[O:15])[CH:6]=[CH:5][CH:4]=[CH:3][CH:2]=1.Cl, predict the reaction product. The product is: [C:1]1([C:7]2[O:11][N:10]=[CH:9][C:8]=2/[CH:12]=[CH:13]/[C:14]([OH:16])=[O:15])[CH:2]=[CH:3][CH:4]=[CH:5][CH:6]=1. (6) Given the reactants [C:1]([O:5][C:6](=[O:23])[NH:7][C@@H:8]([C@H:16]1[CH2:21][CH2:20][C@H:19](O)[CH2:18][CH2:17]1)[C:9](=[O:15])[N:10]1[CH2:14][CH2:13][CH2:12][CH2:11]1)([CH3:4])([CH3:3])[CH3:2].C1(P(C2C=CC=CC=2)C2C=CC=CC=2)C=CC=CC=1.N(C(OCC)=O)=NC(OCC)=O.C1(P([N:69]=[N+:70]=[N-:71])(C2C=CC=CC=2)=O)C=CC=CC=1, predict the reaction product. The product is: [C:1]([O:5][C:6](=[O:23])[NH:7][C@@H:8]([C@H:16]1[CH2:21][CH2:20][C@@H:19]([N:69]=[N+:70]=[N-:71])[CH2:18][CH2:17]1)[C:9](=[O:15])[N:10]1[CH2:14][CH2:13][CH2:12][CH2:11]1)([CH3:4])([CH3:3])[CH3:2]. (7) Given the reactants N(C(OC(C)(C)C)=O)=NC(OC(C)(C)C)=O.[CH3:17][O:18][C:19](=[O:31])[CH2:20][C@H:21]1[C:25]2[CH:26]=[CH:27][C:28]([OH:30])=[CH:29][C:24]=2[O:23][CH2:22]1.[Br:32][C:33]1[CH:41]=[CH:40][C:39]([F:42])=[C:38]2[C:34]=1[CH2:35][CH2:36][C@@H:37]2O.C(P(CCCC)CCCC)CCC.C([O-])(O)=O.[Na+], predict the reaction product. The product is: [CH3:17][O:18][C:19](=[O:31])[CH2:20][C@H:21]1[C:25]2[CH:26]=[CH:27][C:28]([O:30][C@H:37]3[C:38]4[C:34](=[C:33]([Br:32])[CH:41]=[CH:40][C:39]=4[F:42])[CH2:35][CH2:36]3)=[CH:29][C:24]=2[O:23][CH2:22]1. (8) Given the reactants C[C:2]1[CH:3]=[C:4]([C:9]([C:12]2[CH:17]=[CH:16][C:15]([OH:18])=[C:14](C)[CH:13]=2)(C)C)[CH:5]=[CH:6][C:7]=1[OH:8].[CH2:20]([Cl:22])[Cl:21].C(Cl)(Cl)=O, predict the reaction product. The product is: [CH:5]1[C:4]([C:9]([C:12]2[CH:17]=[CH:16][C:15]([OH:18])=[CH:14][CH:13]=2)=[C:20]([Cl:22])[Cl:21])=[CH:3][CH:2]=[C:7]([OH:8])[CH:6]=1. (9) Given the reactants [C:1]1([S:7]([N:10]2[CH:14]=[CH:13][CH:12]=[CH:11]2)(=[O:9])=[O:8])[CH:6]=[CH:5][CH:4]=[CH:3][CH:2]=1.[F:15][C:16]1[CH:24]=[CH:23][C:19]([C:20](Cl)=O)=[CH:18][CH:17]=1.[Cl-].[Al+3].[Cl-].[Cl-], predict the reaction product. The product is: [C:1]1([S:7]([N:10]2[CH:11]=[CH:12][C:13]([CH2:20][C:19]3[CH:23]=[CH:24][C:16]([F:15])=[CH:17][CH:18]=3)=[CH:14]2)(=[O:9])=[O:8])[CH:2]=[CH:3][CH:4]=[CH:5][CH:6]=1.